Task: Regression. Given a peptide amino acid sequence and an MHC pseudo amino acid sequence, predict their binding affinity value. This is MHC class II binding data.. Dataset: Peptide-MHC class II binding affinity with 134,281 pairs from IEDB The peptide sequence is PTSENNAHHVCWLEA. The MHC is DRB4_0103 with pseudo-sequence DRB4_0103. The binding affinity (normalized) is 0.191.